This data is from NCI-60 drug combinations with 297,098 pairs across 59 cell lines. The task is: Regression. Given two drug SMILES strings and cell line genomic features, predict the synergy score measuring deviation from expected non-interaction effect. (1) Drug 1: CC1=C(C(CCC1)(C)C)C=CC(=CC=CC(=CC(=O)O)C)C. Drug 2: C1CNP(=O)(OC1)N(CCCl)CCCl. Cell line: SK-MEL-28. Synergy scores: CSS=1.59, Synergy_ZIP=-0.800, Synergy_Bliss=-0.967, Synergy_Loewe=-3.02, Synergy_HSA=-3.01. (2) Drug 1: C1=CC=C(C=C1)NC(=O)CCCCCCC(=O)NO. Drug 2: C(=O)(N)NO. Cell line: RXF 393. Synergy scores: CSS=15.0, Synergy_ZIP=-1.02, Synergy_Bliss=3.31, Synergy_Loewe=-3.51, Synergy_HSA=2.38.